From a dataset of Catalyst prediction with 721,799 reactions and 888 catalyst types from USPTO. Predict which catalyst facilitates the given reaction. Reactant: [CH:1]1([C@:4]2([C:11]#[N:12])[CH2:8][C@H:7]([CH3:9])[NH:6][C:5]2=[O:10])[CH2:3][CH2:2]1.[Cl:13][C:14]1[CH:19]=[CH:18][N:17]=[C:16]([NH:20][C:21]2[CH:22]=[N:23][N:24]([C:26]([CH3:30])([CH3:29])[CH2:27][OH:28])[CH:25]=2)[N:15]=1.C(=O)([O-])[O-].[K+].[K+].C1(P(C2C=CC=CC=2)C2C3OC4C(=CC=CC=4P(C4C=CC=CC=4)C4C=CC=CC=4)C(C)(C)C=3C=CC=2)C=CC=CC=1. Product: [ClH:13].[CH:1]1([C@:4]2([C:11]#[N:12])[CH2:8][C@H:7]([CH3:9])[N:6]([C:14]3[CH:19]=[CH:18][N:17]=[C:16]([NH:20][C:21]4[CH:22]=[N:23][N:24]([C:26]([CH3:30])([CH3:29])[CH2:27][OH:28])[CH:25]=4)[N:15]=3)[C:5]2=[O:10])[CH2:2][CH2:3]1. The catalyst class is: 101.